This data is from Full USPTO retrosynthesis dataset with 1.9M reactions from patents (1976-2016). The task is: Predict the reactants needed to synthesize the given product. (1) Given the product [CH3:1][O:2][C:3]([C:5]1[CH:6]([C:11](=[O:13])[NH:26][C@:21]2([C:19]([O:18][C:14]([CH3:17])([CH3:16])[CH3:15])=[O:20])[CH2:23][C@H:22]2[CH:24]=[CH2:25])[CH2:7][CH:8]([OH:10])[CH:9]=1)=[O:4], predict the reactants needed to synthesize it. The reactants are: [CH3:1][O:2][C:3]([C:5]1[C@H:6]([C:11]([OH:13])=O)[CH2:7][C@H:8]([OH:10])[CH:9]=1)=[O:4].[C:14]([O:18][C:19]([C@@:21]1([NH2:26])[CH2:23][C@H:22]1[CH:24]=[CH2:25])=[O:20])([CH3:17])([CH3:16])[CH3:15].C(OC(N1C[C@H](O)C[C@H]1C(=O)N[C@@]1(C(OCC)=O)C[C@@H]1C=C)=O)(C)(C)C. (2) The reactants are: C([NH:5][S:6]([C:9]1[S:10][C:11]([C:14]2[N:15]=[CH:16][N:17]([C:19]3[N:24]=[C:23]([CH3:25])[CH:22]=[C:21]([C:26]4[CH:31]=[CH:30][C:29]([Cl:32])=[CH:28][CH:27]=4)[N:20]=3)[CH:18]=2)=[CH:12][CH:13]=1)(=[O:8])=[O:7])(C)(C)C.C(O)(C(F)(F)F)=O. Given the product [Cl:32][C:29]1[CH:30]=[CH:31][C:26]([C:21]2[CH:22]=[C:23]([CH3:25])[N:24]=[C:19]([N:17]3[CH:18]=[C:14]([C:11]4[S:10][C:9]([S:6]([NH2:5])(=[O:8])=[O:7])=[CH:13][CH:12]=4)[N:15]=[CH:16]3)[N:20]=2)=[CH:27][CH:28]=1, predict the reactants needed to synthesize it.